From a dataset of Full USPTO retrosynthesis dataset with 1.9M reactions from patents (1976-2016). Predict the reactants needed to synthesize the given product. (1) The reactants are: [CH3:1][O:2][CH:3]([C:8]1[CH:17]=[CH:16][CH:15]=[C:14]2[C:9]=1[CH:10]=[CH:11][CH:12]=[N:13]2)[C:4]([NH:6][NH2:7])=[O:5].[CH3:18][O:19][C:20]1[CH:21]=[C:22]([CH:25]=[C:26]([O:30][CH3:31])[C:27]=1[O:28][CH3:29])[CH:23]=O. Given the product [CH3:1][O:2][CH:3]([C:8]1[CH:17]=[CH:16][CH:15]=[C:14]2[C:9]=1[CH:10]=[CH:11][CH:12]=[N:13]2)[C:4]([NH:6]/[N:7]=[CH:23]/[C:22]1[CH:25]=[C:26]([O:30][CH3:31])[C:27]([O:28][CH3:29])=[C:20]([O:19][CH3:18])[CH:21]=1)=[O:5], predict the reactants needed to synthesize it. (2) The reactants are: [CH3:1][CH:2]([C:4]1[CH:5]=[C:6]([C:10]2[N:15]3[N:16]=[C:17]([NH2:19])[N:18]=[C:14]3[CH:13]=[CH:12][CH:11]=2)[CH:7]=[CH:8][CH:9]=1)[CH3:3].Cl[C:21]([O:23][CH3:24])=[O:22]. Given the product [CH3:24][O:23][C:21](=[O:22])[NH:19][C:17]1[N:18]=[C:14]2[CH:13]=[CH:12][CH:11]=[C:10]([C:6]3[CH:7]=[CH:8][CH:9]=[C:4]([CH:2]([CH3:1])[CH3:3])[CH:5]=3)[N:15]2[N:16]=1, predict the reactants needed to synthesize it. (3) Given the product [CH:1]1([CH2:4][O:5][C:6]2[N:11]=[C:10]([C:12]([N:26]3[CH2:27][C:23]([OH:22])([CH3:31])[CH2:24][C@H:25]3[C:28]([NH2:30])=[O:29])=[O:14])[CH:9]=[N:8][C:7]=2[N:15]2[CH2:18][C:17]([F:20])([F:19])[CH2:16]2)[CH2:2][CH2:3]1, predict the reactants needed to synthesize it. The reactants are: [CH:1]1([CH2:4][O:5][C:6]2[N:11]=[C:10]([C:12]([OH:14])=O)[CH:9]=[N:8][C:7]=2[N:15]2[CH2:18][C:17]([F:20])([F:19])[CH2:16]2)[CH2:3][CH2:2]1.Cl.[OH:22][C:23]1([CH3:31])[CH2:27][NH:26][C@H:25]([C:28]([NH2:30])=[O:29])[CH2:24]1.